Dataset: Experimentally validated miRNA-target interactions with 360,000+ pairs, plus equal number of negative samples. Task: Binary Classification. Given a miRNA mature sequence and a target amino acid sequence, predict their likelihood of interaction. (1) The miRNA is mmu-miR-297c-3p with sequence UAUACAUACACACAUACCCAUA. The protein sequence of the target gene is MAPAVDRKGYWGPTTSTLDWCEENYVVTLFVAEFWNTVSNLIMIIPPIFGAIQGIRDRLEKRYIAAYLALTVVGMGSWCFHMTLKYEMQLLDELPMIYSCCIFVYCMFECFKTKSSINYHLLFTLFLYSLTVTTIYLKVKEPIFHQVMYGMLVFTLVLRSIYIVTWVYPWLRGLGYTSLTVFLLGFLLWNIDNIFCDSLRNFRKRVPPVLGVTTQFHAWWHILTGLGSYLHILFSLYTRTLYLRYRPKVKFLFGIWPAVMFEPQRKH. Result: 0 (no interaction). (2) The miRNA is hsa-miR-614 with sequence GAACGCCUGUUCUUGCCAGGUGG. The protein sequence of the target gene is MILNKALMLGALALTTVMSPCGGEDIVADHVASYGVNLYQSYGPSGQYTHEFDGDEQFYVDLGRKETVWCLPVLRQFRFDPQFALTNIAVLKHNLNSLIKRSNSTAATNEVPEVTVFSKSPVTLGQPNILICLVDNIFPPVVNITWLSNGHSVTEGVSETSFLSKSDHSFFKISYLTLLPSAEESYDCKVEHWGLDKPLLKHWEPEIPAPMSELTETVVCALGLSVGLVGIVVGTVFIIRGLRSVGASRHQGPL. Result: 0 (no interaction). (3) The miRNA is hsa-miR-1207-5p with sequence UGGCAGGGAGGCUGGGAGGGG. The protein sequence of the target gene is MLGVLVLGALALAGLGFPAPAEPQPGGSQCVEHDCFALYPGPATFLNASQICDGLRGHLMTVRSSVAADVISLLLNGDGGVGRRRLWIGLQLPPGCGDPKRLGPLRGFQWVTGDNNTSYSRWARLDLNGAPLCGPLCVAVSAAEATVPSEPIWEEQQCEVKADGFLCEFHFPATCRPLAVEPGAAAAAVSITYGTPFAARGADFQALPVGSSAAVAPLGLQLMCTAPPGAVQGHWAREAPGAWDCSVENGGCEHACNAIPGAPRCQCPAGAALQADGRSCTASATQSCNDLCEHFCVPNP.... Result: 1 (interaction). (4) The miRNA is hsa-miR-1202 with sequence GUGCCAGCUGCAGUGGGGGAG. The protein sequence of the target gene is MGKSLSHLPLHSNKEDGYDGVTSTDNMRNGLVSSEVHNEDGRNGDVSQFPYVEFTGRDSVTCPTCQGTGRIPRGQENQLVALIPYSDQRLRPRRTKLYVMASVFVCLLLSGLAVFFLFPRSIEVKYIGVKSAYVSYDAEKRTIYLNITNTLNITNNNYYSVEVENITAQVQFSKTVIGKARLNNITNIGPLDMKQIDYTVPTVIAEEMSYMYDFCTLLSIKVHNIVLMMQVTVTTAYFGHSEQISQERYQYVDCGRNTTYQLAQSEYLNVLQPQQ. Result: 0 (no interaction). (5) The miRNA is hsa-miR-766-3p with sequence ACUCCAGCCCCACAGCCUCAGC. The protein sequence of the target gene is MDGSGEQPRGGGPTSSEQIMKTGALLLQGFIQDRAGRMGGEAPELALDPVPQDASTKKLSECLKRIGDELDSNMELQRMIAAVDTDSPREVFFRVAADMFSDGNFNWGRVVALFYFASKLVLKALCTKVPELIRTIMGWTLDFLRERLLGWIQDQGGWDGLLSYFGTPTWQTVTIFVAGVLTASLTIWKKMG. Result: 1 (interaction). (6) The miRNA is mmu-miR-23b-5p with sequence GGGUUCCUGGCAUGCUGAUUU. The protein sequence of the target gene is MSIRAPPRLLELARQRLLRDQALAISTMEELPRELFPTLFMEAFSRRRCETLKTMVQAWPFTRLPLGSLMKSPHLESLKSVLEGVDVLLTQEVRPRQSKLQVLDLRNVDENFCDIFSGATASFPEALSQKQTADNCPGTGRQQPFMVFIDLCLKNRTLDECLTHLLEWGKQRKGLLHVCCKELQVFGMPIHSIIEVLNMVELDCIQEVEVCCPWELSTLVKFAPYLGQMRNLRKLVLFNIRASACIPPDNKGQFIARFTSQFLKLDYFQNLSMHSVSFLEGHLDQLLRCLQASLEMVVMT.... Result: 0 (no interaction). (7) The miRNA is mmu-miR-3090-5p with sequence GUCUGGGUGGGGCCUGAGAUC. The protein sequence of the target gene is MTEVVPSSALSEVSLRLLCHDDIDTVKHLCGDWFPIEYPDSWYRDITSNKKFFSLAATYRGAIVGMIVAEIKNRTKIHKEDGDILASNFSVDTQVAYILSLGVVKEFRKHGIGSLLLESLKDHISTTAQDHCKAIYLHVLTTNNTAINFYENRDFKQHHYLPYYYSIRGVLKDGFTYVLYINGGHPPWTILDYIQHLGSALASLSPCSIPHRVYRQAHSLLCSFLPWSGISSKSGIEYSRTM. Result: 0 (no interaction).